Dataset: Peptide-MHC class I binding affinity with 185,985 pairs from IEDB/IMGT. Task: Regression. Given a peptide amino acid sequence and an MHC pseudo amino acid sequence, predict their binding affinity value. This is MHC class I binding data. The peptide sequence is DEGFHAATV. The MHC is HLA-A26:01 with pseudo-sequence HLA-A26:01. The binding affinity (normalized) is 0.0847.